This data is from Catalyst prediction with 721,799 reactions and 888 catalyst types from USPTO. The task is: Predict which catalyst facilitates the given reaction. (1) The catalyst class is: 185. Product: [I:1][C:10]1[CH:39]=[CH:38][C:37]([N:40]2[CH:44]=[CH:43][CH:42]=[CH:41]2)=[CH:36][C:11]=1[C:12]([NH:14][C:15](=[O:35])[NH:16][C:17]1[S:18][C:19]2[CH:25]=[C:24]([S:26]([CH2:29][CH2:30][NH:31][CH:32]([CH3:34])[CH3:33])(=[O:28])=[O:27])[CH:23]=[CH:22][C:20]=2[N:21]=1)=[O:13]. Reactant: [I-:1].[Na+].CNCCNC.Br[C:10]1[CH:39]=[CH:38][C:37]([N:40]2[CH:44]=[CH:43][CH:42]=[CH:41]2)=[CH:36][C:11]=1[C:12]([NH:14][C:15](=[O:35])[NH:16][C:17]1[S:18][C:19]2[CH:25]=[C:24]([S:26]([CH2:29][CH2:30][NH:31][CH:32]([CH3:34])[CH3:33])(=[O:28])=[O:27])[CH:23]=[CH:22][C:20]=2[N:21]=1)=[O:13]. (2) Reactant: [CH2:1]([C@@H:8]1[NH:12][C:11]2([CH2:17][CH2:16][N:15]([C:18](=[O:24])[CH:19]([CH2:22][CH3:23])[CH2:20][CH3:21])[CH2:14][CH2:13]2)[NH:10][C:9]1=[O:25])[C:2]1[CH:7]=[CH:6][CH:5]=[CH:4][CH:3]=1.O.C[Si]([Cl:31])(C)C. Product: [ClH:31].[CH2:1]([C@@H:8]1[NH:12][C:11]2([CH2:17][CH2:16][N:15]([C:18](=[O:24])[CH:19]([CH2:20][CH3:21])[CH2:22][CH3:23])[CH2:14][CH2:13]2)[NH:10][C:9]1=[O:25])[C:2]1[CH:7]=[CH:6][CH:5]=[CH:4][CH:3]=1. The catalyst class is: 573. (3) Reactant: [C:1]([C:5]1[N:9]([CH2:10][CH:11]2[CH2:16][CH2:15][C:14]([F:18])([F:17])[CH2:13][CH2:12]2)[C:8]2[CH:19]=[CH:20][C:21]([C:23](O)=[O:24])=[CH:22][C:7]=2[N:6]=1)([CH3:4])([CH3:3])[CH3:2].CCN(C(C)C)C(C)C.CN(C(ON1N=NC2C=CC=NC1=2)=[N+](C)C)C.F[P-](F)(F)(F)(F)F.[C:59]([N:66]1[CH2:71][CH2:70][NH:69][CH2:68][CH2:67]1)([O:61][C:62]([CH3:65])([CH3:64])[CH3:63])=[O:60]. Product: [C:1]([C:5]1[N:9]([CH2:10][CH:11]2[CH2:16][CH2:15][C:14]([F:18])([F:17])[CH2:13][CH2:12]2)[C:8]2[CH:19]=[CH:20][C:21]([C:23]([N:69]3[CH2:68][CH2:67][N:66]([C:59]([O:61][C:62]([CH3:65])([CH3:64])[CH3:63])=[O:60])[CH2:71][CH2:70]3)=[O:24])=[CH:22][C:7]=2[N:6]=1)([CH3:4])([CH3:2])[CH3:3]. The catalyst class is: 3. (4) The catalyst class is: 20. Reactant: C(NC(C)C)(C)C.[Li]CCCC.[Br:13][C:14]1[CH:19]=[CH:18][C:17]([F:20])=[CH:16][CH:15]=1.[CH:21](OC)=[O:22]. Product: [Br:13][C:14]1[CH:19]=[CH:18][C:17]([F:20])=[C:16]([CH:15]=1)[CH:21]=[O:22]. (5) Reactant: Br[C:2]1[CH:3]=[N:4][CH:5]=[C:6]2[C:11]=1[N:10]=[C:9]([C:12]([N:14]1[CH2:17][CH:16]([O:18][CH3:19])[CH2:15]1)=[O:13])[CH:8]=[CH:7]2.[CH:20]([N:23]1[CH:27]=[C:26]([C:28]2[CH:33]=[CH:32][C:31](B3OC(C)(C)C(C)(C)O3)=[CH:30][CH:29]=2)[CH:25]=[N:24]1)([CH3:22])[CH3:21].[O-]P([O-])([O-])=O.[K+].[K+].[K+]. Product: [CH:20]([N:23]1[CH:27]=[C:26]([C:28]2[CH:33]=[CH:32][C:31]([C:2]3[CH:3]=[N:4][CH:5]=[C:6]4[C:11]=3[N:10]=[C:9]([C:12]([N:14]3[CH2:17][CH:16]([O:18][CH3:19])[CH2:15]3)=[O:13])[CH:8]=[CH:7]4)=[CH:30][CH:29]=2)[CH:25]=[N:24]1)([CH3:22])[CH3:21]. The catalyst class is: 38.